This data is from hERG potassium channel inhibition data for cardiac toxicity prediction from Karim et al.. The task is: Regression/Classification. Given a drug SMILES string, predict its toxicity properties. Task type varies by dataset: regression for continuous values (e.g., LD50, hERG inhibition percentage) or binary classification for toxic/non-toxic outcomes (e.g., AMES mutagenicity, cardiotoxicity, hepatotoxicity). Dataset: herg_karim. (1) The compound is Cn1cnc(S(=O)(=O)N2Cc3ccc(C=CC(=O)NO)cc3C2)c1. The result is 0 (non-blocker). (2) The compound is N#Cc1ccc2ccc(=O)n(CCN3CC[C@H](NCc4ccc5c(n4)NC(=O)CO5)[C@@H](O)C3)c2c1. The result is 0 (non-blocker). (3) The compound is CCN1CCN(Cc2cnc(-c3ccc(C(=O)Nc4ccccc4N)cc3)c(C#N)c2)CC1. The result is 0 (non-blocker). (4) The compound is Cn1cc(C2=C(c3cc(Cl)cc(Cl)c3)C(=O)NC2=O)c2ccccc21. The result is 0 (non-blocker). (5) The drug is CC(Oc1ccc(O)cc1)(P(=O)(O)O)P(=O)(O)O. The result is 0 (non-blocker). (6) The molecule is Clc1cnc(N2CCC([C@H]3C[C@H]3CCOc3ccc(-n4ccnn4)cn3)CC2)nc1. The result is 0 (non-blocker).